This data is from Forward reaction prediction with 1.9M reactions from USPTO patents (1976-2016). The task is: Predict the product of the given reaction. (1) Given the reactants [NH2:1][CH2:2][C:3]1[CH:8]=[CH:7][C:6]([S:9]([N:12]([C:17]2[CH:22]=[CH:21][C:20]([CH3:23])=[CH:19][C:18]=2[CH3:24])[CH2:13][CH:14]([CH3:16])[CH3:15])(=[O:11])=[O:10])=[CH:5][CH:4]=1.[O:25]1[CH2:30][CH2:29][CH:28]([CH2:31]O)[CH2:27][CH2:26]1.[I-].[K+], predict the reaction product. The product is: [CH3:24][C:18]1[CH:19]=[C:20]([CH3:23])[CH:21]=[CH:22][C:17]=1[N:12]([CH2:13][CH:14]([CH3:16])[CH3:15])[S:9]([C:6]1[CH:7]=[CH:8][C:3]([CH2:2][NH:1][CH2:31][CH:28]2[CH2:29][CH2:30][O:25][CH2:26][CH2:27]2)=[CH:4][CH:5]=1)(=[O:11])=[O:10]. (2) The product is: [Cl:1][C:2]1[CH:3]=[CH:4][C:5]([C:8]2[CH:9]=[C:10]([NH:20][C:26]([CH:22]3[CH2:23][CH2:24][CH2:25][O:21]3)=[O:27])[CH:11]=[N:12][C:13]=2[O:14][CH2:15][C:16]([F:17])([F:18])[F:19])=[CH:6][CH:7]=1. Given the reactants [Cl:1][C:2]1[CH:7]=[CH:6][C:5]([C:8]2[CH:9]=[C:10]([NH2:20])[CH:11]=[N:12][C:13]=2[O:14][CH2:15][C:16]([F:19])([F:18])[F:17])=[CH:4][CH:3]=1.[O:21]1[CH2:25][CH2:24][CH2:23][CH:22]1[C:26](O)=[O:27], predict the reaction product. (3) Given the reactants O=S(Cl)[Cl:3].[O:5]=[C:6]1[C:14]2[C:9](=[CH:10][CH:11]=[CH:12][CH:13]=2)[C:8](=[O:15])[N:7]1[CH2:16][C:17]([OH:19])=O, predict the reaction product. The product is: [O:5]=[C:6]1[C:14]2[C:9](=[CH:10][CH:11]=[CH:12][CH:13]=2)[C:8](=[O:15])[N:7]1[CH2:16][C:17]([Cl:3])=[O:19]. (4) Given the reactants C([O:5][C:6](=[O:45])[C:7]1[CH:12]=[CH:11][CH:10]=[C:9]([CH2:13][CH:14]([NH:28][C:29](=[O:42])[CH2:30][N:31]2[CH2:36][CH2:35][N:34]([C:37]3[S:38][CH:39]=[CH:40][N:41]=3)[CH2:33][CH2:32]2)[B:15]2[O:23]C3C(C)(C4CC(C3)C4(C)C)[O:16]2)[C:8]=1OC)(C)(C)C.B(Cl)(Cl)Cl, predict the reaction product. The product is: [OH:16][B:15]1[CH:14]([NH:28][C:29](=[O:42])[CH2:30][N:31]2[CH2:32][CH2:33][N:34]([C:37]3[S:38][CH:39]=[CH:40][N:41]=3)[CH2:35][CH2:36]2)[CH2:13][C:9]2[CH:10]=[CH:11][CH:12]=[C:7]([C:6]([OH:5])=[O:45])[C:8]=2[O:23]1. (5) Given the reactants ClC1N=C(NC)N=C(NCC#C)N=1.Cl.CONC.[CH3:19][O:20][N:21]([CH3:36])[C:22]1[N:27]=[C:26]([NH:28][CH2:29][CH2:30][CH3:31])[N:25]=[C:24]([NH:32][CH2:33]C#C)[N:23]=1, predict the reaction product. The product is: [CH3:19][O:20][N:21]([CH3:36])[C:22]1[N:23]=[C:24]([NH:32][CH3:33])[N:25]=[C:26]([NH:28][CH2:29][C:30]#[CH:31])[N:27]=1. (6) Given the reactants [Br:1][C:2]1[S:6][C:5]([C:7]2[CH:8]=[C:9]([NH:13][C:14](=[O:16])[CH3:15])[CH:10]=[CH:11][CH:12]=2)=[CH:4][CH:3]=1.[H-].[Na+].[CH3:19]I.O, predict the reaction product. The product is: [Br:1][C:2]1[S:6][C:5]([C:7]2[CH:8]=[C:9]([N:13]([CH3:19])[C:14](=[O:16])[CH3:15])[CH:10]=[CH:11][CH:12]=2)=[CH:4][CH:3]=1. (7) Given the reactants Br[C:2]1[C:10]2[C:9]([NH:11][C@H:12]([C:14]3[N:19]([C:20]4[CH:25]=[CH:24][CH:23]=[CH:22][CH:21]=4)[C:18](=[O:26])[C:17]4=[C:27]([CH3:30])[CH:28]=[CH:29][N:16]4[N:15]=3)[CH3:13])=[N:8][CH:7]=[N:6][C:5]=2[N:4]([CH2:31][O:32][CH2:33][CH2:34][Si:35]([CH3:38])([CH3:37])[CH3:36])[CH:3]=1.CC1(C)C(C)(C)OB([C:47]2[CH:52]=[CH:51][CH:50]=[CH:49][C:48]=2[OH:53])O1.C(=O)([O-])[O-].[Na+].[Na+], predict the reaction product. The product is: [OH:53][C:48]1[CH:49]=[CH:50][CH:51]=[CH:52][C:47]=1[C:2]1[C:10]2[C:9]([NH:11][C@H:12]([C:14]3[N:19]([C:20]4[CH:25]=[CH:24][CH:23]=[CH:22][CH:21]=4)[C:18](=[O:26])[C:17]4=[C:27]([CH3:30])[CH:28]=[CH:29][N:16]4[N:15]=3)[CH3:13])=[N:8][CH:7]=[N:6][C:5]=2[N:4]([CH2:31][O:32][CH2:33][CH2:34][Si:35]([CH3:38])([CH3:37])[CH3:36])[CH:3]=1. (8) Given the reactants [CH:1]1[CH:6]=[C:5]2[CH:7]([OH:11])[O:8][C:9](=[O:10])[C:4]2=[CH:3][CH:2]=1.I[CH2:13][CH3:14].C(=O)([O-])[O-].[K+].[K+], predict the reaction product. The product is: [CH:9]([C:4]1[CH:3]=[CH:2][CH:1]=[CH:6][C:5]=1[C:7]([O:8][CH2:13][CH3:14])=[O:11])=[O:10]. (9) The product is: [OH:30][CH2:31][CH2:32][N:33]([CH3:34])[CH2:2]/[CH:3]=[CH:4]/[CH2:5][O:6][CH2:7][C@H:8]1[CH2:13][CH2:12][C@H:11]([CH2:14][N:15]([CH3:29])[S:16]([C:19]2[CH:24]=[CH:23][C:22]([C:25]([F:28])([F:27])[F:26])=[CH:21][CH:20]=2)(=[O:18])=[O:17])[CH2:10][CH2:9]1. Given the reactants Br[CH2:2]/[CH:3]=[CH:4]/[CH2:5][O:6][CH2:7][C@H:8]1[CH2:13][CH2:12][C@H:11]([CH2:14][N:15]([CH3:29])[S:16]([C:19]2[CH:24]=[CH:23][C:22]([C:25]([F:28])([F:27])[F:26])=[CH:21][CH:20]=2)(=[O:18])=[O:17])[CH2:10][CH2:9]1.[OH:30][CH2:31][CH2:32][NH:33][CH3:34], predict the reaction product.